Task: Predict the reaction yield, written as a fraction of the theoretical maximum amount of product (1.0 means a 100% yield; for example, 0.34 means a 34% yield).. Dataset: Reaction yield outcomes from USPTO patents with 853,638 reactions (1) The reactants are C1C=C[NH+]=CC=1.[O-][Cr](Cl)(=O)=O.[CH2:12]([O:19][CH2:20][CH2:21][CH2:22][OH:23])[C:13]1[CH:18]=[CH:17][CH:16]=[CH:15][CH:14]=1. The catalyst is ClCCl. The product is [CH2:12]([O:19][CH2:20][CH2:21][CH:22]=[O:23])[C:13]1[CH:18]=[CH:17][CH:16]=[CH:15][CH:14]=1. The yield is 0.790. (2) The reactants are Cl.[CH3:2][C:3]1([CH3:49])[C:7](=[O:8])[N:6]([C:9]2[CH:14]=[CH:13][C:12]([NH:15][S:16]([NH:19]C(=O)OC(C)(C)C)(=[O:18])=[O:17])=[C:11]([CH3:27])[CH:10]=2)[C:5](=[O:28])[N:4]1[CH2:29][CH2:30][CH2:31][CH2:32][CH2:33][CH2:34][CH2:35][CH2:36][CH2:37][S:38][CH2:39][CH2:40][CH2:41][C:42]([F:48])([F:47])[C:43]([F:46])([F:45])[F:44].C(Cl)Cl.CCOC(C)=O. The catalyst is C(OCC)C. The product is [CH3:2][C:3]1([CH3:49])[C:7](=[O:8])[N:6]([C:9]2[CH:14]=[CH:13][C:12]([NH:15][S:16]([NH2:19])(=[O:18])=[O:17])=[C:11]([CH3:27])[CH:10]=2)[C:5](=[O:28])[N:4]1[CH2:29][CH2:30][CH2:31][CH2:32][CH2:33][CH2:34][CH2:35][CH2:36][CH2:37][S:38][CH2:39][CH2:40][CH2:41][C:42]([F:48])([F:47])[C:43]([F:44])([F:45])[F:46]. The yield is 0.760.